This data is from Reaction yield outcomes from USPTO patents with 853,638 reactions. The task is: Predict the reaction yield, written as a fraction of the theoretical maximum amount of product (1.0 means a 100% yield; for example, 0.34 means a 34% yield). (1) The reactants are [S:1]1[C:5]2[CH:6]=[CH:7][CH:8]=[CH:9][C:4]=2[N:3]=[C:2]1[NH:10][NH2:11].C([O:14][C:15](=O)[CH2:16][C:17]([C:19]1[CH:24]=[CH:23][CH:22]=[C:21]([F:25])[CH:20]=1)=O)C. The catalyst is CCO. The product is [S:1]1[C:5]2[CH:6]=[CH:7][CH:8]=[CH:9][C:4]=2[N:3]=[C:2]1[N:10]1[C:15](=[O:14])[CH:16]=[C:17]([C:19]2[CH:24]=[CH:23][CH:22]=[C:21]([F:25])[CH:20]=2)[NH:11]1. The yield is 0.590. (2) The reactants are [NH2:1][C@@H:2]([CH3:18])[CH2:3][N:4]1[CH:8]=[CH:7][C:6]([C:9]2[CH:16]=[CH:15][C:12]([C:13]#[N:14])=[C:11]([Cl:17])[CH:10]=2)=[N:5]1.Cl.[O:20]1[CH2:25][CH2:24][N:23]([CH2:26][C:27]2[O:31][N:30]=[C:29]([C:32](O)=[O:33])[CH:28]=2)[CH2:22][CH2:21]1. No catalyst specified. The product is [Cl:17][C:11]1[CH:10]=[C:9]([C:6]2[CH:7]=[CH:8][N:4]([CH2:3][C@@H:2]([NH:1][C:32]([C:29]3[CH:28]=[C:27]([CH2:26][N:23]4[CH2:22][CH2:21][O:20][CH2:25][CH2:24]4)[O:31][N:30]=3)=[O:33])[CH3:18])[N:5]=2)[CH:16]=[CH:15][C:12]=1[C:13]#[N:14]. The yield is 0.169. (3) The reactants are [NH2:1][CH:2]1[C:11]2[C:6](=[CH:7][CH:8]=[C:9]([NH:12][C:13]([C:15]3[C:24](=[O:25])[C:23]4[C:18](=[CH:19][CH:20]=[CH:21][CH:22]=4)[NH:17][CH:16]=3)=[O:14])[CH:10]=2)[CH2:5][CH2:4][CH2:3]1.CCN(C(C)C)C(C)C.Cl[C:36]([O:38][CH3:39])=[O:37].N1CCCCC1. The catalyst is CO. The product is [CH3:39][O:38][C:36]([NH:1][CH:2]1[C:11]2[C:6](=[CH:7][CH:8]=[C:9]([NH:12][C:13]([C:15]3[C:24](=[O:25])[C:23]4[C:18](=[CH:19][CH:20]=[CH:21][CH:22]=4)[NH:17][CH:16]=3)=[O:14])[CH:10]=2)[CH2:5][CH2:4][CH2:3]1)=[O:37]. The yield is 0.350. (4) The reactants are [C:1]([C@H:5]1[CH2:10][CH2:9][C@H:8]([O:11][C:12]2[CH:13]=[C:14]3[C:19](=[CH:20][CH:21]=2)[CH:18]=[C:17]([CH2:22][NH:23][CH2:24][CH3:25])[CH:16]=[CH:15]3)[CH2:7][CH2:6]1)([CH3:4])([CH3:3])[CH3:2].[C:26]([O:30][CH3:31])(=[O:29])[CH:27]=[CH2:28]. The catalyst is CO. The product is [C:1]([C@H:5]1[CH2:10][CH2:9][C@H:8]([O:11][C:12]2[CH:13]=[C:14]3[C:19](=[CH:20][CH:21]=2)[CH:18]=[C:17]([CH2:22][N:23]([CH2:24][CH3:25])[CH2:28][CH2:27][C:26]([O:30][CH3:31])=[O:29])[CH:16]=[CH:15]3)[CH2:7][CH2:6]1)([CH3:4])([CH3:2])[CH3:3]. The yield is 0.520.